From a dataset of Peptide-MHC class I binding affinity with 185,985 pairs from IEDB/IMGT. Regression. Given a peptide amino acid sequence and an MHC pseudo amino acid sequence, predict their binding affinity value. This is MHC class I binding data. (1) The peptide sequence is AQIDNYNKF. The MHC is HLA-A01:01 with pseudo-sequence HLA-A01:01. The binding affinity (normalized) is 0.0201. (2) The peptide sequence is WSQNPTMLY. The binding affinity (normalized) is 0.0847. The MHC is HLA-B39:01 with pseudo-sequence HLA-B39:01. (3) The peptide sequence is NITLKIIETY. The MHC is HLA-A11:01 with pseudo-sequence HLA-A11:01. The binding affinity (normalized) is 0.443. (4) The peptide sequence is AQNAISTTF. The MHC is HLA-B15:01 with pseudo-sequence HLA-B15:01. The binding affinity (normalized) is 0.585. (5) The peptide sequence is RRGKANKPR. The MHC is HLA-B18:01 with pseudo-sequence HLA-B18:01. The binding affinity (normalized) is 0.0847. (6) The peptide sequence is LYEASTTYL. The MHC is HLA-B51:01 with pseudo-sequence HLA-B51:01. The binding affinity (normalized) is 0.213.